This data is from Forward reaction prediction with 1.9M reactions from USPTO patents (1976-2016). The task is: Predict the product of the given reaction. (1) Given the reactants Br[C:2]1[S:34][C:5]2[N:6](S(C3C=CC(C)=CC=3)(=O)=O)[N:7]=[C:8]([N:9]3[CH2:14][CH:13]4[CH2:15][CH:10]3[CH2:11][CH:12]4[O:16][CH2:17][CH2:18][N:19]3[CH2:23][CH2:22][CH2:21][CH2:20]3)[C:4]=2[C:3]=1[C:35]1[CH:40]=[CH:39][CH:38]=[CH:37][CH:36]=1.C1(P(C2C=CC=CC=2)C2C=CC=CC=2)C=CC=CC=1.C(=O)([O-])[O-].[K+].[K+], predict the reaction product. The product is: [C:35]1([C:3]2[C:4]3[C:8]([N:9]4[CH2:14][CH:13]5[CH2:15][CH:10]4[CH2:11][CH:12]5[O:16][CH2:17][CH2:18][N:19]4[CH2:20][CH2:21][CH2:22][CH2:23]4)=[N:7][NH:6][C:5]=3[S:34][CH:2]=2)[CH:36]=[CH:37][CH:38]=[CH:39][CH:40]=1. (2) Given the reactants C([O:3][C:4](=O)[C:5]1[CH:10]=[C:9]([Br:11])[CH:8]=[N:7][CH:6]=1)C.[BH4-].[Na+], predict the reaction product. The product is: [Br:11][C:9]1[CH:10]=[C:5]([CH2:4][OH:3])[CH:6]=[N:7][CH:8]=1. (3) Given the reactants [NH:1]1[CH2:6][CH2:5][C:4]2([O:11][C:10]3[C:12]4[C:17]([C:18](=[O:21])[C:19](=[O:20])[C:9]=3[S:8][CH2:7]2)=[CH:16][CH:15]=[CH:14][CH:13]=4)[CH2:3][CH2:2]1.[CH3:22][C:23]1[O:24][C:25]([CH3:31])=[CH:26][C:27]=1[C:28](Cl)=[O:29], predict the reaction product. The product is: [CH3:22][C:23]1[O:24][C:25]([CH3:31])=[CH:26][C:27]=1[C:28]([N:1]1[CH2:2][CH2:3][C:4]2([O:11][C:10]3[C:12]4[C:17]([C:18](=[O:21])[C:19](=[O:20])[C:9]=3[S:8][CH2:7]2)=[CH:16][CH:15]=[CH:14][CH:13]=4)[CH2:5][CH2:6]1)=[O:29]. (4) The product is: [Cl:29][C:27]1[CH:26]=[CH:25][C:24]([C:30]([N:32]2[C@H:41]([CH3:42])[CH2:40][C:39]3[C:34](=[CH:35][CH:36]=[CH:37][CH:38]=3)[CH2:33]2)=[O:31])=[C:23]([C:21]2[N:20]([CH3:43])[C:19]([CH3:44])=[C:18]([C:16]([N:15]([C:12]3[CH:11]=[CH:10][C:9]([OH:8])=[CH:14][CH:13]=3)[C:45]3[CH:46]=[N:47][N:48]([CH3:50])[CH:49]=3)=[O:17])[CH:22]=2)[CH:28]=1. Given the reactants [Si]([O:8][C:9]1[CH:14]=[CH:13][C:12]([N:15]([C:45]2[CH:46]=[N:47][N:48]([CH3:50])[CH:49]=2)[C:16]([C:18]2[CH:22]=[C:21]([C:23]3[CH:28]=[C:27]([Cl:29])[CH:26]=[CH:25][C:24]=3[C:30]([N:32]3[C@H:41]([CH3:42])[CH2:40][C:39]4[C:34](=[CH:35][CH:36]=[CH:37][CH:38]=4)[CH2:33]3)=[O:31])[N:20]([CH3:43])[C:19]=2[CH3:44])=[O:17])=[CH:11][CH:10]=1)(C(C)(C)C)(C)C.[OH-].[K+], predict the reaction product. (5) Given the reactants [NH2:1][C:2]1[N:7]=[C:6]([C:8]2[N:9](C(OC(C)(C)C)=O)[C:10]3[C:15]([CH:16]=2)=[C:14]([F:17])[CH:13]=[CH:12][CH:11]=3)[CH:5]=[C:4]([Cl:25])[CH:3]=1.C(O)(C(F)(F)F)=O.C([O-])([O-])=O.[K+].[K+], predict the reaction product. The product is: [Cl:25][C:4]1[CH:5]=[C:6]([C:8]2[NH:9][C:10]3[C:15]([CH:16]=2)=[C:14]([F:17])[CH:13]=[CH:12][CH:11]=3)[N:7]=[C:2]([NH2:1])[CH:3]=1.